This data is from Reaction yield outcomes from USPTO patents with 853,638 reactions. The task is: Predict the reaction yield, written as a fraction of the theoretical maximum amount of product (1.0 means a 100% yield; for example, 0.34 means a 34% yield). (1) The reactants are [CH2:1]([Mg]Br)[CH3:2].CO[C:7](=[O:16])[C:8]1[CH:13]=[CH:12][C:11]([Br:14])=[C:10]([CH3:15])[CH:9]=1.[Cl-].[NH4+].O1CC[CH2:21][CH2:20]1. No catalyst specified. The product is [Br:14][C:11]1[CH:12]=[CH:13][C:8]([C:7]([OH:16])([CH2:1][CH3:2])[CH2:20][CH3:21])=[CH:9][C:10]=1[CH3:15]. The yield is 0.970. (2) The reactants are [C:1]([O:5][C:6]([N:8]1[CH2:13][CH2:12][C:11]2[NH:14][CH:15]=[CH:16][C:10]=2[C:9]1=[O:17])=[O:7])([CH3:4])([CH3:3])[CH3:2].[CH3:18]N(C=O)C.CI. The catalyst is CCOC(C)=O. The product is [C:1]([O:5][C:6]([N:8]1[CH2:13][CH2:12][C:11]2[N:14]([CH3:18])[CH:15]=[CH:16][C:10]=2[C:9]1=[O:17])=[O:7])([CH3:4])([CH3:2])[CH3:3]. The yield is 0.910.